Dataset: Catalyst prediction with 721,799 reactions and 888 catalyst types from USPTO. Task: Predict which catalyst facilitates the given reaction. Reactant: [OH:1][CH:2]1[CH2:7][CH2:6][CH2:5][N:4]([C:8]2[N:9]=[C:10]3[CH:27]=[C:26](/[CH:28]=[CH:29]/[C:30]4[S:31][CH:32]=[C:33]([CH:35]([CH3:37])[CH3:36])[N:34]=4)[CH:25]=[CH:24][N:11]3[C:12](=[O:23])[C:13]=2/[CH:14]=[CH:15]/[C:16]([O:18][C:19]([CH3:22])([CH3:21])[CH3:20])=[O:17])[CH2:3]1.ClC(Cl)(Cl)[C:40]([N:42]=C=O)=[O:41].C([O-])=O.[Na+].C(Cl)(Cl)Cl. Product: [NH2:42][C:40]([O:1][CH:2]1[CH2:7][CH2:6][CH2:5][N:4]([C:8]2[N:9]=[C:10]3[CH:27]=[C:26](/[CH:28]=[CH:29]/[C:30]4[S:31][CH:32]=[C:33]([CH:35]([CH3:37])[CH3:36])[N:34]=4)[CH:25]=[CH:24][N:11]3[C:12](=[O:23])[C:13]=2/[CH:14]=[CH:15]/[C:16]([O:18][C:19]([CH3:20])([CH3:21])[CH3:22])=[O:17])[CH2:3]1)=[O:41]. The catalyst class is: 84.